Dataset: Peptide-MHC class II binding affinity with 134,281 pairs from IEDB. Task: Regression. Given a peptide amino acid sequence and an MHC pseudo amino acid sequence, predict their binding affinity value. This is MHC class II binding data. (1) The peptide sequence is MLPIDLLFREPETTV. The MHC is DRB1_0101 with pseudo-sequence DRB1_0101. The binding affinity (normalized) is 0.304. (2) The binding affinity (normalized) is 0.290. The MHC is DRB1_0404 with pseudo-sequence DRB1_0404. The peptide sequence is FDSFVASLTEALRVI. (3) The peptide sequence is KVLELAAALSDDFER. The MHC is DRB1_1501 with pseudo-sequence DRB1_1501. The binding affinity (normalized) is 0.192. (4) The peptide sequence is TAKAPGLVPKLDAAY. The MHC is HLA-DQA10102-DQB10602 with pseudo-sequence HLA-DQA10102-DQB10602. The binding affinity (normalized) is 0.167. (5) The peptide sequence is CHTGVGPNMSCDDVV. The MHC is H-2-IAb with pseudo-sequence H-2-IAb. The binding affinity (normalized) is 0.207. (6) The peptide sequence is RGIEYIQHNGVVQES. The MHC is HLA-DQA10103-DQB10603 with pseudo-sequence HLA-DQA10103-DQB10603. The binding affinity (normalized) is 0.387. (7) The peptide sequence is KRVSNVIIHGLHLYG. The MHC is DRB1_1302 with pseudo-sequence DRB1_1302. The binding affinity (normalized) is 0.483. (8) The peptide sequence is ASKNFHLQKNTIGTG. The MHC is DRB3_0202 with pseudo-sequence DRB3_0202. The binding affinity (normalized) is 0.590.